From a dataset of Full USPTO retrosynthesis dataset with 1.9M reactions from patents (1976-2016). Predict the reactants needed to synthesize the given product. Given the product [F:8][C:6]1[CH:5]=[CH:4][C:3]([N+:9]([O-:11])=[O:10])=[C:2]([C:20]2[N:21]=[C:22]([CH2:25][NH:26][C:27](=[O:33])[O:28][C:29]([CH3:31])([CH3:30])[CH3:32])[S:23][CH:24]=2)[CH:7]=1, predict the reactants needed to synthesize it. The reactants are: Br[C:2]1[CH:7]=[C:6]([F:8])[CH:5]=[CH:4][C:3]=1[N+:9]([O-:11])=[O:10].CC1(C)C(C)(C)OB([C:20]2[N:21]=[C:22]([CH2:25][NH:26][C:27](=[O:33])[O:28][C:29]([CH3:32])([CH3:31])[CH3:30])[S:23][CH:24]=2)O1.C(Cl)Cl.C([O-])([O-])=O.[K+].[K+].